Dataset: Catalyst prediction with 721,799 reactions and 888 catalyst types from USPTO. Task: Predict which catalyst facilitates the given reaction. (1) Reactant: [F:1][C:2]1[CH:19]=[CH:18][C:5]([CH2:6][N:7]2[C:15]3[C:10](=[CH:11][CH:12]=[CH:13][CH:14]=3)[C:9]([CH2:16][OH:17])=[N:8]2)=[CH:4][CH:3]=1.Br[CH2:21][C:22]([OH:24])=[O:23].[H-].[Na+]. Product: [F:1][C:2]1[CH:3]=[CH:4][C:5]([CH2:6][N:7]2[C:15]3[C:10](=[CH:11][CH:12]=[CH:13][CH:14]=3)[C:9]([CH2:16][O:17][CH2:21][C:22]([OH:24])=[O:23])=[N:8]2)=[CH:18][CH:19]=1. The catalyst class is: 20. (2) Product: [Br:1][C:2]1[CH:3]=[C:4]([CH2:5][OH:6])[CH:8]=[CH:9][C:10]=1[Cl:11]. Reactant: [Br:1][C:2]1[CH:3]=[C:4]([CH:8]=[CH:9][C:10]=1[Cl:11])[C:5](O)=[O:6].B. The catalyst class is: 1.